Predict the reactants needed to synthesize the given product. From a dataset of Full USPTO retrosynthesis dataset with 1.9M reactions from patents (1976-2016). (1) Given the product [N:1]1([CH2:6][C:7]2[CH:8]=[C:9]([CH:38]=[C:39]([Cl:41])[CH:40]=2)/[CH:10]=[CH:11]/[C:12]2[CH:17]=[CH:16][C:15]([N:18]3[CH2:23][CH2:22][N:21]([S:24]([CH2:27][CH2:32][CH2:31][Cl:42])(=[O:25])=[O:26])[CH2:20][CH2:19]3)=[CH:14][CH:13]=2)[CH:5]=[CH:4][N:3]=[CH:2]1, predict the reactants needed to synthesize it. The reactants are: [N:1]1([CH2:6][C:7]2[CH:8]=[C:9]([CH:38]=[C:39]([Cl:41])[CH:40]=2)/[CH:10]=[CH:11]/[C:12]2[CH:17]=[CH:16][C:15]([N:18]3[CH2:23][CH2:22][N:21]([S:24]([C:27]4[CH:32]=[CH:31]C=C(OC(F)(F)F)C=4)(=[O:26])=[O:25])[CH2:20][CH2:19]3)=[CH:14][CH:13]=2)[CH:5]=[CH:4][N:3]=[CH:2]1.[Cl:42]CCCS(Cl)(=O)=O.FC(F)(F)OC1C=C(S(Cl)(=O)=O)C=CC=1. (2) Given the product [NH2:23][C@@H:24]([CH2:25][CH2:26][CH2:27][CH2:28][N:29]([CH2:30][C:31]([O:32][C:33]([CH3:36])([CH3:35])[CH3:34])=[O:37])[CH2:38][C:39]1[S:40][CH:41]=[CH:42][N:43]=1)[C:44]([OH:46])=[O:45], predict the reactants needed to synthesize it. The reactants are: N1CCCCC1.C1C2C(COC(=O)[NH:23][C@H:24]([C:44]([OH:46])=[O:45])[CH2:25][CH2:26][CH2:27][CH2:28][N:29]([CH2:38][C:39]3[S:40][CH:41]=[CH:42][N:43]=3)[CH2:30][C:31](=[O:37])[O:32][C:33]([CH3:36])([CH3:35])[CH3:34])C3C(=CC=CC=3)C=2C=CC=1. (3) Given the product [NH2:1][C@@H:4]1[CH2:8][N:7]([C:9](=[O:29])[C@@H:10]([NH:15][C:16](=[O:28])[C@@H:17]([N:19]([CH3:27])[C:20](=[O:26])[O:21][C:22]([CH3:23])([CH3:24])[CH3:25])[CH3:18])[C:11]([CH3:13])([CH3:14])[CH3:12])[C@H:6]([C:30](=[O:42])[NH:31][C@H:32]2[C:41]3[C:36](=[CH:37][CH:38]=[CH:39][CH:40]=3)[CH2:35][CH2:34][CH2:33]2)[CH2:5]1, predict the reactants needed to synthesize it. The reactants are: [N:1]([C@@H:4]1[CH2:8][N:7]([C:9](=[O:29])[C@@H:10]([NH:15][C:16](=[O:28])[C@@H:17]([N:19]([CH3:27])[C:20](=[O:26])[O:21][C:22]([CH3:25])([CH3:24])[CH3:23])[CH3:18])[C:11]([CH3:14])([CH3:13])[CH3:12])[C@H:6]([C:30](=[O:42])[NH:31][C@H:32]2[C:41]3[C:36](=[CH:37][CH:38]=[CH:39][CH:40]=3)[CH2:35][CH2:34][CH2:33]2)[CH2:5]1)=[N+]=[N-].C1C=CC(P(C2C=CC=CC=2)C2C=CC=CC=2)=CC=1.O.O.COC(C)(C)C. (4) The reactants are: [Cl:1][C:2]1[CH:7]=[CH:6][C:5]([CH:8]([C:30]2[CH:35]=[CH:34][CH:33]=[C:32]([C:36]#[N:37])[CH:31]=2)[N:9]2[CH2:12][CH:11]([CH:13]([C:18]3[CH:19]=[C:20]([CH:26]=[C:27]([F:29])[CH:28]=3)[C:21]([O:23]CC)=[O:22])[C:14]([F:17])([CH3:16])[CH3:15])[CH2:10]2)=[CH:4][CH:3]=1.[Li+].[OH-].Cl. Given the product [Cl:1][C:2]1[CH:3]=[CH:4][C:5]([CH:8]([C:30]2[CH:35]=[CH:34][CH:33]=[C:32]([C:36]#[N:37])[CH:31]=2)[N:9]2[CH2:12][CH:11]([CH:13]([C:18]3[CH:19]=[C:20]([CH:26]=[C:27]([F:29])[CH:28]=3)[C:21]([OH:23])=[O:22])[C:14]([F:17])([CH3:16])[CH3:15])[CH2:10]2)=[CH:6][CH:7]=1, predict the reactants needed to synthesize it. (5) Given the product [CH2:12]1[C:11]2([CH2:10][N:9]([C:14]3[C:15]4[CH:22]=[CH:21][NH:20][C:16]=4[N:17]=[CH:18][N:19]=3)[CH2:8][CH2:7][NH:6]2)[CH2:13]1, predict the reactants needed to synthesize it. The reactants are: CC(C)(C(=O)[N:6]1[CH:11]2[CH2:12][CH2:13][CH:7]1[CH2:8][N:9]([C:14]1[C:15]3[CH:22]=[CH:21][NH:20][C:16]=3[N:17]=[CH:18][N:19]=1)[CH2:10]2)C#N.C(N(CC)CC)C.CN(C(ON1N=NC2C=CC=NC1=2)=[N+](C)C)C.F[P-](F)(F)(F)(F)F.N1C=CC=CC=1C(O)=O.